From a dataset of Catalyst prediction with 721,799 reactions and 888 catalyst types from USPTO. Predict which catalyst facilitates the given reaction. (1) Reactant: [NH2:1][OH:2].[Cl:3][C:4]1[C:5]([NH:12][CH2:13][C:14]([O:16][C:17]([CH3:20])([CH3:19])[CH3:18])=[O:15])=[N:6][CH:7]=[C:8]([C:10]#[N:11])[CH:9]=1. Product: [NH2:11][C:10](=[N:1][OH:2])[C:8]1[CH:9]=[C:4]([Cl:3])[C:5]([NH:12][CH2:13][C:14]([O:16][C:17]([CH3:20])([CH3:19])[CH3:18])=[O:15])=[N:6][CH:7]=1. The catalyst class is: 1. (2) Reactant: F[C:2]1[CH:7]=[C:6]([N+:8]([O-:10])=[O:9])[CH:5]=[C:4]([I:11])[CH:3]=1.C(=O)([O-])[O-].[K+].[K+].[CH3:18][NH:19][CH3:20].O. Product: [I:11][C:4]1[CH:3]=[C:2]([CH:7]=[C:6]([N+:8]([O-:10])=[O:9])[CH:5]=1)[N:19]([CH3:20])[CH3:18]. The catalyst class is: 16.